From a dataset of Full USPTO retrosynthesis dataset with 1.9M reactions from patents (1976-2016). Predict the reactants needed to synthesize the given product. (1) The reactants are: [NH2:1][CH:2]1[CH2:7][CH2:6][CH:5]([NH:8][C:9]2[N:17]=[C:16]3[C:12]([N:13]=[CH:14][N:15]3[CH:18]3[CH2:22][CH2:21][CH2:20][CH2:19]3)=[C:11]([NH:23][CH2:24][C:25]3[CH:26]=[N:27][C:28](Br)=[CH:29][CH:30]=3)[N:10]=2)[CH2:4][CH2:3]1.[CH3:32][O:33][C:34]1[CH:39]=[CH:38][CH:37]=[CH:36][C:35]=1B(O)O.C1(P(C2C=CC=CC=2)C2C=CC=CC=2)C=CC=CC=1.C(=O)([O-])[O-].[Na+].[Na+]. Given the product [NH2:1][CH:2]1[CH2:7][CH2:6][CH:5]([NH:8][C:9]2[N:17]=[C:16]3[C:12]([N:13]=[CH:14][N:15]3[CH:18]3[CH2:22][CH2:21][CH2:20][CH2:19]3)=[C:11]([NH:23][CH2:24][C:25]3[CH:26]=[N:27][C:28]([C:35]4[CH:36]=[CH:37][CH:38]=[CH:39][C:34]=4[O:33][CH3:32])=[CH:29][CH:30]=3)[N:10]=2)[CH2:4][CH2:3]1, predict the reactants needed to synthesize it. (2) Given the product [CH3:3][C:4]1[CH:13]=[C:12]([CH3:14])[C:11]2[CH2:10][CH2:9][CH2:8][CH2:7][C:6]=2[C:5]=1[N:15]1[C:19]([C:20]([F:22])([F:21])[F:23])=[N:18][N:17]=[C:16]1[S:24][CH2:25][C:26]([OH:28])=[O:27], predict the reactants needed to synthesize it. The reactants are: [OH-].[Li+].[CH3:3][C:4]1[CH:13]=[C:12]([CH3:14])[C:11]2[CH2:10][CH2:9][CH2:8][CH2:7][C:6]=2[C:5]=1[N:15]1[C:19]([C:20]([F:23])([F:22])[F:21])=[N:18][N:17]=[C:16]1[S:24][CH2:25][C:26]([O:28]CC)=[O:27].